From a dataset of Forward reaction prediction with 1.9M reactions from USPTO patents (1976-2016). Predict the product of the given reaction. (1) The product is: [CH2:10]([O:12][CH:13]([O:16][CH2:17][CH3:18])[CH2:14][N:15]=[CH:4][C:3]1[CH:6]=[CH:7][CH:8]=[CH:9][C:2]=1[F:1])[CH3:11]. Given the reactants [F:1][C:2]1[CH:9]=[CH:8][CH:7]=[CH:6][C:3]=1[CH:4]=O.[CH2:10]([O:12][CH:13]([O:16][CH2:17][CH3:18])[CH2:14][NH2:15])[CH3:11].C(OCC)C, predict the reaction product. (2) Given the reactants C(Cl)CCl.[C:5]([O:9][C:10]([N:12]1[CH2:17][CH2:16][CH2:15][C@H:14]([O:18][C:19]2[CH:24]=[C:23]([F:25])[CH:22]=[CH:21][C:20]=2[NH:26][C:27]2[C:28]3[C:35]([CH3:36])=[C:34]([C:37]([OH:39])=[O:38])[S:33][C:29]=3[N:30]=[CH:31][N:32]=2)[CH2:13]1)=[O:11])([CH3:8])([CH3:7])[CH3:6].O[N:41]1[C:45](=[O:46])[CH2:44][CH2:43][C:42]1=[O:47], predict the reaction product. The product is: [O:47]=[C:42]1[CH2:43][CH2:44][C:45](=[O:46])[N:41]1[O:38][C:37]([C:34]1[S:33][C:29]2[N:30]=[CH:31][N:32]=[C:27]([NH:26][C:20]3[CH:21]=[CH:22][C:23]([F:25])=[CH:24][C:19]=3[O:18][C@H:14]3[CH2:15][CH2:16][CH2:17][N:12]([C:10]([O:9][C:5]([CH3:8])([CH3:6])[CH3:7])=[O:11])[CH2:13]3)[C:28]=2[C:35]=1[CH3:36])=[O:39].